From a dataset of Full USPTO retrosynthesis dataset with 1.9M reactions from patents (1976-2016). Predict the reactants needed to synthesize the given product. (1) Given the product [F:1][C:2]1[C:11]2[C:6](=[CH:7][C:8]([C:12](=[O:15])[CH:13]=[CH2:14])=[CH:9][CH:10]=2)[CH:5]=[CH:4][CH:3]=1, predict the reactants needed to synthesize it. The reactants are: [F:1][C:2]1[C:11]2[C:6](=[CH:7][CH:8]=[CH:9][CH:10]=2)[CH:5]=[CH:4][CH:3]=1.[C:12](Cl)(=[O:15])[CH:13]=[CH2:14].[Cl-].[Al+3].[Cl-].[Cl-]. (2) Given the product [F:37][C:4]1[CH:3]=[C:2]([NH:1][C:50](=[O:51])[C:49]2[CH:53]=[CH:54][CH:55]=[CH:56][C:48]=2[F:47])[CH:36]=[CH:35][C:5]=1[O:6][C:7]1[CH:12]=[CH:11][N:10]=[C:9]2[CH:13]=[C:14]([C:16]3[N:17]([CH3:34])[C:18]([CH2:21][N:22]([CH2:30][CH2:31][O:32][CH3:33])[C:23](=[O:29])[O:24][C:25]([CH3:28])([CH3:27])[CH3:26])=[CH:19][N:20]=3)[S:15][C:8]=12, predict the reactants needed to synthesize it. The reactants are: [NH2:1][C:2]1[CH:36]=[CH:35][C:5]([O:6][C:7]2[CH:12]=[CH:11][N:10]=[C:9]3[CH:13]=[C:14]([C:16]4[N:17]([CH3:34])[C:18]([CH2:21][N:22]([CH2:30][CH2:31][O:32][CH3:33])[C:23](=[O:29])[O:24][C:25]([CH3:28])([CH3:27])[CH3:26])=[CH:19][N:20]=4)[S:15][C:8]=23)=[C:4]([F:37])[CH:3]=1.CCN(C(C)C)C(C)C.[F:47][C:48]1[CH:56]=[CH:55][CH:54]=[CH:53][C:49]=1[C:50](Cl)=[O:51]. (3) Given the product [CH3:1][N:2]1[C:7]2=[CH:20][NH:21][CH:22]=[C:6]2[C:5](=[O:8])[N:4]([CH3:9])[C:3]1=[O:10], predict the reactants needed to synthesize it. The reactants are: [CH3:1][N:2]1[CH:7]=[CH:6][C:5](=[O:8])[N:4]([CH3:9])[C:3]1=[O:10].C1(C)C(S([CH2:20][N+:21]#[C-:22])(=O)=O)=CC=CC=1.CC([O-])(C)C.[K+]. (4) Given the product [Br:1][C:2]1[CH:7]=[CH:6][C:5]([NH:9][C:10]2[CH:15]=[CH:14][C:13]([CH3:16])=[CH:12][C:11]=2[N+:17]([O-:19])=[O:18])=[CH:4][CH:3]=1, predict the reactants needed to synthesize it. The reactants are: [Br:1][C:2]1[CH:7]=[CH:6][C:5](I)=[CH:4][CH:3]=1.[NH2:9][C:10]1[CH:15]=[CH:14][C:13]([CH3:16])=[CH:12][C:11]=1[N+:17]([O-:19])=[O:18].C(=O)([O-])[O-].[Cs+].[Cs+].C(N(CC)CC)C.C1C=CC(P(C2C(C3C(P(C4C=CC=CC=4)C4C=CC=CC=4)=CC=C4C=3C=CC=C4)=C3C(C=CC=C3)=CC=2)C2C=CC=CC=2)=CC=1.